The task is: Predict which catalyst facilitates the given reaction.. This data is from Catalyst prediction with 721,799 reactions and 888 catalyst types from USPTO. Reactant: [NH:1]1[C:5]2=[N:6][CH:7]=[CH:8][CH:9]=[C:4]2[C:3]([C:10]2[CH:15]=[CH:14][N:13]=[C:12]([NH:16][CH:17]3[CH2:22][CH2:21][N:20](C(=O)C)[CH2:19][CH2:18]3)[N:11]=2)=[CH:2]1.[OH-].[Na+]. Product: [NH:20]1[CH2:21][CH2:22][CH:17]([NH:16][C:12]2[N:11]=[C:10]([C:3]3[C:4]4[C:5](=[N:6][CH:7]=[CH:8][CH:9]=4)[NH:1][CH:2]=3)[CH:15]=[CH:14][N:13]=2)[CH2:18][CH2:19]1. The catalyst class is: 15.